Dataset: Reaction yield outcomes from USPTO patents with 853,638 reactions. Task: Predict the reaction yield, written as a fraction of the theoretical maximum amount of product (1.0 means a 100% yield; for example, 0.34 means a 34% yield). (1) The reactants are [Br:1][CH2:2][CH2:3][O:4][C:5]1[CH:13]=[CH:12][C:8]([C:9](Cl)=[O:10])=[CH:7][C:6]=1[F:14].[Al+3].[Cl-].[Cl-].[Cl-].[C:19]1([O:25][CH3:26])[CH:24]=[CH:23][CH:22]=[CH:21][CH:20]=1.Cl. The catalyst is ClCCl. The product is [Br:1][CH2:2][CH2:3][O:4][C:5]1[CH:13]=[CH:12][C:8]([C:9]([C:22]2[CH:23]=[CH:24][C:19]([O:25][CH3:26])=[CH:20][CH:21]=2)=[O:10])=[CH:7][C:6]=1[F:14]. The yield is 0.770. (2) No catalyst specified. The reactants are Cl.[NH2:2][CH2:3][CH2:4][SH:5].[C:6]([Cl:12])(=[O:11])[C:7]([CH3:10])([CH3:9])[CH3:8]. The yield is 0.940. The product is [ClH:12].[CH3:8][C:7]([CH3:10])([CH3:9])[C:6](=[O:11])[S:5][CH2:4][CH2:3][NH2:2]. (3) The reactants are C([O:3][CH:4](OCC)/[CH:5]=[CH:6]/[C:7]1[C:12]([N+:13]([O-:15])=[O:14])=[CH:11][CH:10]=[CH:9][C:8]=1[F:16])C.[Br:20]N1C(C)(C)C(=O)N(Br)C1=O.S(=O)(=O)(O)O. The yield is 0.393. The product is [Br:20][C:10]1[CH:11]=[C:12]([N+:13]([O-:15])=[O:14])[C:7](/[CH:6]=[CH:5]/[CH:4]=[O:3])=[C:8]([F:16])[CH:9]=1. No catalyst specified. (4) The reactants are C(OC(=O)[NH:10][C@H:11]([C:14]1[CH:19]=[CH:18][C:17]([O:20][CH3:21])=[CH:16][CH:15]=1)[CH2:12][OH:13])C1C=CC=CC=1. The catalyst is CO.[Pd]. The product is [NH2:10][C@H:11]([C:14]1[CH:19]=[CH:18][C:17]([O:20][CH3:21])=[CH:16][CH:15]=1)[CH2:12][OH:13]. The yield is 1.00. (5) The reactants are [F:1][C:2]1[CH:3]=[C:4]([O:9][CH3:10])[CH:5]=[C:6]([F:8])[CH:7]=1.[CH3:11][O:12]C(Cl)Cl. The catalyst is [Ti](Cl)(Cl)(Cl)Cl.ClCCl. The product is [F:1][C:2]1[CH:7]=[C:6]([F:8])[CH:5]=[C:4]([O:9][CH3:10])[C:3]=1[CH:11]=[O:12]. The yield is 0.570. (6) The reactants are [OH:1][CH2:2][CH:3]([CH2:5][OH:6])[OH:4].[C:7]([OH:13])(=O)[CH2:8][CH2:9][CH2:10][CH3:11]. The catalyst is [Pd]. The product is [CH2:7]([O:1][CH2:2][CH:3]([CH2:5][OH:6])[OH:4])[CH2:8][CH2:9][CH2:10][CH3:11].[CH3:2][CH2:3][O:13][CH2:7][CH3:8]. The yield is 0.720.